This data is from Forward reaction prediction with 1.9M reactions from USPTO patents (1976-2016). The task is: Predict the product of the given reaction. (1) The product is: [C:19](#[N:22])[CH:20]=[CH2:21].[C:23]([O:27][CH2:28][CH2:29][CH2:30][CH3:31])(=[O:26])[CH:24]=[CH2:25]. Given the reactants S([O-])(OCCCCCCCCCCCC)(=O)=O.[Na+].[C:19](#[N:22])[CH:20]=[CH2:21].[C:23]([O:27][CH2:28][CH2:29][CH2:30][CH3:31])(=[O:26])[CH:24]=[CH2:25], predict the reaction product. (2) Given the reactants [NH2:1][C:2]1[N:7]=[CH:6][C:5]([C:8]2[CH:9]=[N:10][N:11]([CH:13]([CH3:17])[C:14](O)=[O:15])[CH:12]=2)=[CH:4][C:3]=1[C:18]1[S:19][C:20]2[CH:26]=[CH:25][CH:24]=[CH:23][C:21]=2[N:22]=1.[NH:27]1[CH2:32][CH2:31][O:30][CH2:29][CH2:28]1.CN(C(ON1N=NC2C=CC=CC1=2)=[N+](C)C)C.[B-](F)(F)(F)F.CCN(C(C)C)C(C)C.CN(C=O)C, predict the reaction product. The product is: [NH2:1][C:2]1[N:7]=[CH:6][C:5]([C:8]2[CH:9]=[N:10][N:11]([CH:13]([CH3:17])[C:14]([N:27]3[CH2:32][CH2:31][O:30][CH2:29][CH2:28]3)=[O:15])[CH:12]=2)=[CH:4][C:3]=1[C:18]1[S:19][C:20]2[CH:26]=[CH:25][CH:24]=[CH:23][C:21]=2[N:22]=1. (3) Given the reactants C1([C@@H](N)C)C=CC=CC=1.[CH3:10][C@:11]([C:21]1[CH:26]=[CH:25][CH:24]=[CH:23][CH:22]=1)([CH2:15][CH2:16][C:17]([CH3:20])([CH3:19])[CH3:18])[C:12]([OH:14])=O.Cl.CN(C)C=O.C(Cl)(=O)C(Cl)=O.[C:39]([O:47][CH2:48][CH3:49])(=[O:46])[CH2:40][C:41]([O:43][CH2:44][CH3:45])=[O:42].[Mg+2].[Cl-].[Cl-].C(N(CC)CC)C, predict the reaction product. The product is: [CH3:10][C@:11]([C:21]1[CH:26]=[CH:25][CH:24]=[CH:23][CH:22]=1)([CH2:15][CH2:16][C:17]([CH3:20])([CH3:19])[CH3:18])[C:12]([CH:40]([C:41]([O:43][CH2:44][CH3:45])=[O:42])[C:39]([O:47][CH2:48][CH3:49])=[O:46])=[O:14]. (4) Given the reactants [F:1][C:2]1[CH:7]=[CH:6][CH:5]=[CH:4][C:3]=1[C@H:8]1[C:12]([C:20]2[CH:25]=[CH:24][C:23]([F:26])=[CH:22][CH:21]=2)([C:13]2[CH:18]=[CH:17][C:16]([F:19])=[CH:15][CH:14]=2)[O:11][C:10](=[O:27])[NH:9]1.[CH3:28][O:29][C:30](=[O:33])[CH2:31]Br, predict the reaction product. The product is: [F:1][C:2]1[CH:7]=[CH:6][CH:5]=[CH:4][C:3]=1[C@H:8]1[C:12]([C:20]2[CH:25]=[CH:24][C:23]([F:26])=[CH:22][CH:21]=2)([C:13]2[CH:14]=[CH:15][C:16]([F:19])=[CH:17][CH:18]=2)[O:11][C:10](=[O:27])[N:9]1[CH2:31][C:30]([O:29][CH3:28])=[O:33]. (5) Given the reactants [C:1]([N:4]1[C:8]([CH:9]2[CH2:11][CH2:10]2)=[CH:7][C:6]([NH:12][C:13]2[C:18](Br)=[CH:17][N:16]=[C:15]([C:20]3[S:24][C:23]([S:25]([NH:28][CH2:29][CH2:30][N:31]([CH3:33])[CH3:32])(=[O:27])=[O:26])=[CH:22][CH:21]=3)[N:14]=2)=[N:5]1)(=[O:3])[CH3:2].CCN(CC)CC.[C:41]([Si:43]([CH3:46])([CH3:45])[CH3:44])#[CH:42], predict the reaction product. The product is: [C:1]([N:4]1[C:8]([CH:9]2[CH2:11][CH2:10]2)=[CH:7][C:6]([NH:12][C:13]2[C:18]([C:42]#[C:41][Si:43]([CH3:46])([CH3:45])[CH3:44])=[CH:17][N:16]=[C:15]([C:20]3[S:24][C:23]([S:25]([NH:28][CH2:29][CH2:30][N:31]([CH3:33])[CH3:32])(=[O:27])=[O:26])=[CH:22][CH:21]=3)[N:14]=2)=[N:5]1)(=[O:3])[CH3:2].